This data is from Full USPTO retrosynthesis dataset with 1.9M reactions from patents (1976-2016). The task is: Predict the reactants needed to synthesize the given product. (1) The reactants are: [F:1][C:2]([F:47])([F:46])[C:3]1[CH:4]=[C:5]([CH:39]=[C:40]([C:42]([F:45])([F:44])[F:43])[CH:41]=1)[CH2:6][N:7]([CH2:17][C:18]1[CH:23]=[C:22]([C:24]([F:27])([F:26])[F:25])[CH:21]=[CH:20][C:19]=1[C:28]1[CH:33]=[C:32]([CH:34]([CH3:36])[CH3:35])[CH:31]=[CH:30][C:29]=1[O:37][CH3:38])[C:8]1[N:9]=[N:10][N:11]([CH2:13][CH2:14][S:15][CH3:16])[N:12]=1.ClC1C=CC=C(C(OO)=[O:56])C=1.C(=O)(O)[O-].[Na+]. Given the product [F:45][C:42]([F:43])([F:44])[C:40]1[CH:39]=[C:5]([CH:4]=[C:3]([C:2]([F:1])([F:46])[F:47])[CH:41]=1)[CH2:6][N:7]([CH2:17][C:18]1[CH:23]=[C:22]([C:24]([F:27])([F:26])[F:25])[CH:21]=[CH:20][C:19]=1[C:28]1[CH:33]=[C:32]([CH:34]([CH3:36])[CH3:35])[CH:31]=[CH:30][C:29]=1[O:37][CH3:38])[C:8]1[N:9]=[N:10][N:11]([CH2:13][CH2:14][S:15]([CH3:16])=[O:56])[N:12]=1, predict the reactants needed to synthesize it. (2) Given the product [C:41]([NH:40][C:38]1[N:39]=[C:34]([C:21]2[CH:22]=[CH:23][C:2]([Cl:1])=[C:3]([CH:20]=2)[C:4]([NH:6][C:7]2[N:11]([C:12]3[CH:17]=[CH:16][CH:15]=[CH:14][CH:13]=3)[N:10]=[C:9]([C:18]#[N:19])[CH:8]=2)=[O:5])[CH:35]=[CH:36][CH:37]=1)(=[O:43])[CH3:42], predict the reactants needed to synthesize it. The reactants are: [Cl:1][C:2]1[CH:23]=[CH:22][C:21](B2OC(C)(C)C(C)(C)O2)=[CH:20][C:3]=1[C:4]([NH:6][C:7]1[N:11]([C:12]2[CH:17]=[CH:16][CH:15]=[CH:14][CH:13]=2)[N:10]=[C:9]([C:18]#[N:19])[CH:8]=1)=[O:5].Br[C:34]1[N:39]=[C:38]([NH:40][C:41](=[O:43])[CH3:42])[CH:37]=[CH:36][CH:35]=1.C(=O)([O-])[O-].[Na+].[Na+]. (3) Given the product [F:29][C:3]([F:2])([F:28])[C:4]1[CH:5]=[C:6]([CH:21]=[C:22]([C:24]([F:27])([F:25])[F:26])[CH:23]=1)[CH2:7][O:8][C@H:9]1[CH2:14][CH2:13][N:12]([CH2:31][C:32]([NH2:34])=[O:33])[CH2:11][C@H:10]1[C:15]1[CH:16]=[CH:17][CH:18]=[CH:19][CH:20]=1, predict the reactants needed to synthesize it. The reactants are: Cl.[F:2][C:3]([F:29])([F:28])[C:4]1[CH:5]=[C:6]([CH:21]=[C:22]([C:24]([F:27])([F:26])[F:25])[CH:23]=1)[CH2:7][O:8][C@H:9]1[CH2:14][CH2:13][NH:12][CH2:11][C@H:10]1[C:15]1[CH:20]=[CH:19][CH:18]=[CH:17][CH:16]=1.Br[CH2:31][C:32]([NH2:34])=[O:33]. (4) Given the product [Cl:23][C:24]1[C:25]([C:38]([NH:17][C:12]2[CH:13]=[CH:14][CH:15]=[C:16]3[C:11]=2[N:10]=[CH:9][N:8]=[C:7]3[O:6][C:5]2[CH:18]=[CH:19][CH:20]=[C:3]([C:2]([F:1])([F:21])[F:22])[CH:4]=2)=[O:39])=[N:26][C:27]([CH2:30][NH:31][C:32](=[O:37])[C:33]([CH3:36])([CH3:34])[CH3:35])=[CH:28][CH:29]=1, predict the reactants needed to synthesize it. The reactants are: [F:1][C:2]([F:22])([F:21])[C:3]1[CH:4]=[C:5]([CH:18]=[CH:19][CH:20]=1)[O:6][C:7]1[C:16]2[C:11](=[C:12]([NH2:17])[CH:13]=[CH:14][CH:15]=2)[N:10]=[CH:9][N:8]=1.[Cl:23][C:24]1[C:25]([C:38](O)=[O:39])=[N:26][C:27]([CH2:30][NH:31][C:32](=[O:37])[C:33]([CH3:36])([CH3:35])[CH3:34])=[CH:28][CH:29]=1.C(Cl)(=O)C(Cl)=O.CCN(C(C)C)C(C)C.